This data is from Catalyst prediction with 721,799 reactions and 888 catalyst types from USPTO. The task is: Predict which catalyst facilitates the given reaction. (1) Reactant: [NH2:1][C:2]1[N:3]=[CH:4][C:5]([C:8]#N)=[N:6][CH:7]=1.B(F)(F)F.CC[O:16][CH2:17]C.C([O-])(O)=[O:20].[Na+]. Product: [NH2:1][C:2]1[N:3]=[CH:4][C:5]([C:8]([O:16][CH3:17])=[O:20])=[N:6][CH:7]=1. The catalyst class is: 5. (2) Reactant: Cl[C:2]1[N:7]=[CH:6][N:5]=[C:4]([NH2:8])[CH:3]=1.[OH:9][C:10]1[CH:17]=[CH:16][C:13]([C:14]#[N:15])=[CH:12][CH:11]=1.C([O-])([O-])=O.[K+].[K+]. Product: [NH2:8][C:4]1[N:5]=[CH:6][N:7]=[C:2]([O:9][C:10]2[CH:17]=[CH:16][C:13]([C:14]#[N:15])=[CH:12][CH:11]=2)[CH:3]=1. The catalyst class is: 17. (3) Reactant: [C:1](O)(=O)C.[Br:5][C:6]1[CH:7]=[CH:8][C:9]([O:17][CH3:18])=[C:10]2[C:15]=1[O:14][CH2:13][C@H:12](N)[CH2:11]2.C=O.[BH3-][C:22]#[N:23].[Na+]. Product: [Br:5][C:6]1[CH:7]=[CH:8][C:9]([O:17][CH3:18])=[C:10]2[C:15]=1[O:14][CH2:13][C@H:12]([N:23]([CH3:22])[CH3:1])[CH2:11]2. The catalyst class is: 5. (4) Reactant: [F:1][C:2]1[CH:3]=[C:4]([C@@H:9]([CH:23]2[CH2:28][CH2:27][N:26]([S:29]([CH3:32])(=[O:31])=[O:30])[CH2:25][CH2:24]2)[CH2:10][CH2:11][N:12]2[CH2:17][CH2:16][CH:15]([NH:18][CH2:19][CH:20]([CH3:22])[CH3:21])[CH2:14][CH2:13]2)[CH:5]=[C:6]([F:8])[CH:7]=1.[N:33]([CH:36]1[CH2:41][CH2:40][N:39]([C:42]([O:44][CH2:45][C:46]2[CH:51]=[CH:50][CH:49]=[CH:48][CH:47]=2)=[O:43])[CH2:38][CH2:37]1)=[C:34]=[O:35]. Product: [F:8][C:6]1[CH:5]=[C:4]([C@@H:9]([CH:23]2[CH2:28][CH2:27][N:26]([S:29]([CH3:32])(=[O:30])=[O:31])[CH2:25][CH2:24]2)[CH2:10][CH2:11][N:12]2[CH2:17][CH2:16][CH:15]([N:18]([CH2:19][CH:20]([CH3:21])[CH3:22])[C:34]([NH:33][CH:36]3[CH2:41][CH2:40][N:39]([C:42]([O:44][CH2:45][C:46]4[CH:51]=[CH:50][CH:49]=[CH:48][CH:47]=4)=[O:43])[CH2:38][CH2:37]3)=[O:35])[CH2:14][CH2:13]2)[CH:3]=[C:2]([F:1])[CH:7]=1. The catalyst class is: 4. (5) Reactant: C([O:3][C:4]([C:6]1[CH:11]=[C:10]([O:12][CH2:13][C:14]2[CH:19]=[CH:18][CH:17]=[CH:16][CH:15]=2)[CH:9]=[C:8]([CH2:20][O:21][CH:22]2[CH2:27][CH2:26][CH2:25][CH2:24][O:23]2)[N:7]=1)=[O:5])C.[OH-].[Na+]. Product: [CH2:13]([O:12][C:10]1[CH:9]=[C:8]([CH2:20][O:21][CH:22]2[CH2:27][CH2:26][CH2:25][CH2:24][O:23]2)[N:7]=[C:6]([C:4]([OH:5])=[O:3])[CH:11]=1)[C:14]1[CH:19]=[CH:18][CH:17]=[CH:16][CH:15]=1. The catalyst class is: 5. (6) Reactant: [CH2:1]([O:8][C:9]([CH:11]1[CH2:15][CH2:14][C:13](=O)[CH2:12]1)=[O:10])[C:2]1[CH:7]=[CH:6][CH:5]=[CH:4][CH:3]=1.[NH2:17][C:18]1[CH:23]=[CH:22][CH:21]=[CH:20][CH:19]=1.C(O[BH-](OC(=O)C)OC(=O)C)(=O)C.[Na+].C(=O)([O-])[O-].[K+].[K+]. Product: [CH2:1]([O:8][C:9]([CH:11]1[CH2:15][CH2:14][CH:13]([NH:17][C:18]2[CH:23]=[CH:22][CH:21]=[CH:20][CH:19]=2)[CH2:12]1)=[O:10])[C:2]1[CH:7]=[CH:6][CH:5]=[CH:4][CH:3]=1. The catalyst class is: 322. (7) Reactant: [NH2:1][C:2]1[C:3]([CH3:24])=[C:4]([CH:20]=[C:21]([F:23])[CH:22]=1)[CH2:5][N:6]1[CH2:11][CH2:10][N:9]([C:12]([CH:14]2[CH2:18][CH2:17][CH2:16][CH2:15]2)=[O:13])[C@@H:8]([CH3:19])[CH2:7]1.CN(C(ON1N=NC2C=CC=NC1=2)=[N+](C)C)C.F[P-](F)(F)(F)(F)F.[C:49]([C:51]1[CH:52]=[C:53]([CH:57]=[CH:58][CH:59]=1)[C:54](O)=[O:55])#[N:50].CCN(C(C)C)C(C)C. Product: [C:49]([C:51]1[CH:52]=[C:53]([CH:57]=[CH:58][CH:59]=1)[C:54]([NH:1][C:2]1[CH:22]=[C:21]([F:23])[CH:20]=[C:4]([CH2:5][N:6]2[CH2:11][CH2:10][N:9]([C:12]([CH:14]3[CH2:18][CH2:17][CH2:16][CH2:15]3)=[O:13])[C@@H:8]([CH3:19])[CH2:7]2)[C:3]=1[CH3:24])=[O:55])#[N:50]. The catalyst class is: 59. (8) Reactant: [NH2:1][C:2]1[C:3]2[C:4](=[O:20])[C:5]([C:17]([OH:19])=[O:18])=[CH:6][N:7]([CH2:15][CH3:16])[C:8]=2[CH:9]=[C:10]2[O:14][CH2:13][O:12][C:11]=12.[ClH:21].[N:22]([O-])=O.[Na+]. Product: [C:17]([C:5]1[C:4](=[O:20])[C:3]2[C:2]([N+:1]#[N:22])=[C:11]3[O:12][CH2:13][O:14][C:10]3=[CH:9][C:8]=2[N:7]([CH2:15][CH3:16])[CH:6]=1)([OH:19])=[O:18].[Cl-:21]. The catalyst class is: 6. (9) Product: [NH2:2][CH2:3][CH2:4][O:5][C:6]1[C:15]2[C:10](=[CH:11][C:12]([F:16])=[CH:13][CH:14]=2)[C:9](=[O:17])[NH:8][C:7]=1[C:18]1[CH:23]=[CH:22][C:21]([N:24]2[CH2:25][CH2:26][CH2:27][CH2:28]2)=[C:20]([Br:29])[CH:19]=1. The catalyst class is: 1. Reactant: Cl.[NH2:2][CH2:3][CH2:4][O:5][C:6]1[C:15]2[C:10](=[CH:11][C:12]([F:16])=[CH:13][CH:14]=2)[C:9](=[O:17])[NH:8][C:7]=1[C:18]1[CH:23]=[CH:22][C:21]([N:24]2[CH2:28][CH2:27][CH2:26][CH2:25]2)=[CH:20][CH:19]=1.[BrH:29].[NH+]1C=CC=CC=1. (10) Reactant: [F:1][CH:2]([F:29])[O:3][C:4]1[CH:9]=[CH:8][C:7]([C@@H:10]([N:12]2[CH2:17][CH2:16][C@:15]([CH2:24][C:25](=[O:27])[CH3:26])([C:18]3[CH:23]=[CH:22][CH:21]=[CH:20][CH:19]=3)[O:14][C:13]2=[O:28])[CH3:11])=[CH:6][CH:5]=1.[CH3:30][Mg]Br. Product: [F:29][CH:2]([F:1])[O:3][C:4]1[CH:9]=[CH:8][C:7]([C@@H:10]([N:12]2[CH2:17][CH2:16][C@:15]([CH2:24][C:25]([OH:27])([CH3:30])[CH3:26])([C:18]3[CH:19]=[CH:20][CH:21]=[CH:22][CH:23]=3)[O:14][C:13]2=[O:28])[CH3:11])=[CH:6][CH:5]=1. The catalyst class is: 1.